This data is from Experimentally validated miRNA-target interactions with 360,000+ pairs, plus equal number of negative samples. The task is: Binary Classification. Given a miRNA mature sequence and a target amino acid sequence, predict their likelihood of interaction. (1) The miRNA is rno-miR-181a-5p with sequence AACAUUCAACGCUGUCGGUGAGU. The protein sequence of the target gene is MRVLLACLLVCALVVSDSDGSNEVHKESGESNCGCLNGGKCVTYKYFSNIQRCSCPKKFQGEHCEIDTSKTCYQGNGHSYRGKANRDLSGRPCLAWDSPTVLLKMYHAHRSDAIQLGLGKHNYCRNPDNQRRPWCYVQIGLKQFVQFCMVQDCSVGKSPSSPREKEEFQCGQKALRPRFKIVGGQVTNAENQPWFAAIYRRHRGGSITYLCGGSLISPCWVVSATHCFIDHPKKENYIVYLGQSRLNSDTRGEMQFEVEKLILHEDYSAESLAHHNDIALLKIRTSRGQCAQPSRSIQTI.... Result: 0 (no interaction). (2) The miRNA is hsa-miR-3191-3p with sequence UGGGGACGUAGCUGGCCAGACAG. The protein sequence of the target gene is MSGTQSTITDRFPLKKPIRHGSILNRESPTDKKQKVERIASHDFDPTDSSSKKTKSSSEESRSEIYGLVQRCVIIQKDDNGFGLTVSGDNPVFVQSVKEDGAAMRAGVQTGDRIIKVNGTLVTHSNHLEVVKLIKSGSYVALTVQGRPPGSPQIPLADSEVEPSVIGHMSPIMTSPHSPGASGNMERITSPVLMGEENNVVHNQKVEILRKMLQKEQERLQLLQEDYNRTPAQRLLKEIQEAKKHIPQLQEQLSKATGSAQDGAVVTPSRPLGDTLTVSEAETDPGDVLGRTDCSSGDAS.... Result: 0 (no interaction). (3) The miRNA is hsa-miR-4640-3p with sequence CACCCCCUGUUUCCUGGCCCAC. The protein sequence of the target gene is MEDIKDSKVKRFCSKNILIILGFTSILAVIALIAVGLTQNKPLPENVKYGIVLDAGSSHTNLYIYKWPAEKENDTGVVQQLEECQVKGPGISKYAQKTDEIGAYLAECMELSTELIPTSKHHQTPVYLGATAGMRLLRMESEQSADEVLAAVSTSLKSYPFDFQGAKIITGQEEGAYGWITINYLLGRFTQEQSWLSLISDSQKQETFGALDLGGASTQITFVPQNSTIESPENSLQFRLYGEDYTVYTHSFLCYGKDQALWQKLAKDIQVSSGGVLKDPCFNPGYEKVVNVSELYGTPC.... Result: 0 (no interaction). (4) The miRNA is hsa-miR-5591-5p with sequence UGGGAGCUAAGCUAUGGGUAU. The protein sequence of the target gene is MVLLGLLQSGGWVLGQAMEQVTGGNLLSTLLIACAFTLSLVYLFRLAVGHMVQLPAGAKSPPHIYSPIPFLGHAIAFGKSPIEFLENAYEKYGPVFSFTMVGKTFTYLLGSDAAALLFNSKNEDLNAEEVYGRLTTPVFGKGVAYDVPNAIFLEQKKIIKSGLNIAHFKQYVPIIEKEAKEYFQSWGESGERNVFEALSELIILTASHCLHGKEIRSQLNEKVAQLYADLDGGFTHAAWLLPAWLPLPSFRRRDRAHREIKNIFYKAIQKRRLSKEPAEDILQTLLDSTYKDGRPLTDEE.... Result: 0 (no interaction). (5) The miRNA is cel-miR-272 with sequence UGUAGGCAUGGGUGUUUG. The protein sequence of the target gene is MGEQPIFTTRAHVFQIDPSTKKNWVPASKQAVTVSYFYDVTRNSYRIISVDGAKVIINSTITPNMTFTKTSQKFGQWADSRANTVFGLGFSSELQLTKFAEKFQEVREAARLARDKSQEKTETSSNHSQESGCETPSSTQASSVNGTDDEKASHASPADTHLKSENDKLKIALTQSAANVKKWEMELQTLRESNARLTTALQESAASVEQWKRQFSICRDENDRLRSKIEELEEQCSEINREKEKNTQLKRRIEELESEVRDKEMELKDLRKQSEIIPQLMSECEYVSEKLEAAERDNQN.... Result: 0 (no interaction). (6) The miRNA is hsa-miR-518a-5p with sequence CUGCAAAGGGAAGCCCUUUC. The protein sequence of the target gene is MAASEAAAAAGSAALAAGARAVPAATTGAAAAASGPWVPPGPRLRGSRPRPAGATQQPAVPAPPAGELIQPSVSELSRAVRTNILCTVRGCGKILPNSPALNMHLVKSHRLQDGIVNPTIRKDLKTGPKFYCCPIEGCPRGPERPFSQFSLVKQHFMKMHAEKKHKCSKCSNSYGTEWDLKRHAEDCGKTFRCTCGCPYASRTALQSHIYRTGHEIPAEHRDPPSKKRKMENCAQNQKLSNKTIESLNNQPIPRPDTQELEASEIKLEPSFEDSCGSNTDKQTLTTPPRYPQKLLLPKPK.... Result: 1 (interaction). (7) The miRNA is mmu-miR-369-3p with sequence AAUAAUACAUGGUUGAUCUUU. The protein sequence of the target gene is MMDFDERGPCSSNMYLPSCTYYVSGPDFSSLPSFLPQTPSSRPMTYSYSSNLPQVQPVREVTFREYAIEPATKWHPRGNLAHCYSAEELVHRDCLQAPSAAGVPGDVLAKSSANVYHHPTPAVSSNFYSTVGRNGVLPQAFDQFFETAYGTPENLASSDYPGDKNAEKGPQAAAATSAAAVAAAATGAPATSSSDGGGGGGCQEAAAEEKERRRRPESSSSPESSSGHTEDKAGGSGGQRTRKKRCPYTKYQIRELEREFFFSVYINKEKRLQLSRMLNLTDRQVKIWFQNRRMKEKKIN.... Result: 1 (interaction). (8) The miRNA is hsa-miR-892b with sequence CACUGGCUCCUUUCUGGGUAGA. The protein sequence of the target gene is MAFRRRTKSYPLFSQEFVIHNHADIGFCLVLCVLIGLMFEVTAKTAFLFILPQYNISVPTADSETVHYHYGPKDLVTILFYIFITIILHAVVQEYILDKISKRLHLSKVKHSKFNESGQLVVFHFTSVIWCFYVVVTEGYLTNPRSLWEDYPHVHLPFQVKFFYLCQLAYWLHALPELYFQKVRKEEIPRQLQYICLYLVHIAGAYLLNLSRLGLILLLLQYSTEFLFHTARLFYFADENNEKLFSAWAAVFGVTRLFILTLAVLAIGFGLARMENQAFDPEKGNFNTLFCRLCVLLLVC.... Result: 1 (interaction). (9) The miRNA is hsa-miR-4718 with sequence AGCUGUACCUGAAACCAAGCA. The protein sequence of the target gene is MPAFNRLLPLASLVLIYWVRVCFPVCVEVPSETEAVQGNSMKLRCISCMKREEVEATTVVEWFYRPEGGKDFLIYEYRNGHQEVESPFQGRLQWNGSKDLQDVSITVLNVTLNDSGLYTCNVSREFEFEAHRPFVKTTRLIPLRVTEEAGEDFTSVVSEIMMYILLVFLTLWLFIEMIYCYRKVSKAEEAAQENASDYLAIPSENKENSVVPVEE. Result: 0 (no interaction). (10) The miRNA is hsa-miR-22-5p with sequence AGUUCUUCAGUGGCAAGCUUUA. The protein sequence of the target gene is MVPPVQVSPLIKLGRYSALFLGVAYGATRYNYLKPRAEEERRIAAEEKKKQDELKRIARELAEDDSILK. Result: 0 (no interaction).